From a dataset of NCI-60 drug combinations with 297,098 pairs across 59 cell lines. Regression. Given two drug SMILES strings and cell line genomic features, predict the synergy score measuring deviation from expected non-interaction effect. (1) Drug 1: C1=CC(=CC=C1CCC2=CNC3=C2C(=O)NC(=N3)N)C(=O)NC(CCC(=O)O)C(=O)O. Drug 2: CC1CCC2CC(C(=CC=CC=CC(CC(C(=O)C(C(C(=CC(C(=O)CC(OC(=O)C3CCCCN3C(=O)C(=O)C1(O2)O)C(C)CC4CCC(C(C4)OC)O)C)C)O)OC)C)C)C)OC. Cell line: HT29. Synergy scores: CSS=44.9, Synergy_ZIP=-4.78, Synergy_Bliss=-5.50, Synergy_Loewe=2.04, Synergy_HSA=3.14. (2) Drug 1: CCC(=C(C1=CC=CC=C1)C2=CC=C(C=C2)OCCN(C)C)C3=CC=CC=C3.C(C(=O)O)C(CC(=O)O)(C(=O)O)O. Drug 2: CC1=C(C=C(C=C1)C(=O)NC2=CC(=CC(=C2)C(F)(F)F)N3C=C(N=C3)C)NC4=NC=CC(=N4)C5=CN=CC=C5. Cell line: ACHN. Synergy scores: CSS=-2.93, Synergy_ZIP=4.01, Synergy_Bliss=4.43, Synergy_Loewe=-1.90, Synergy_HSA=-2.91. (3) Cell line: NCI-H522. Drug 1: C1CCC(C1)C(CC#N)N2C=C(C=N2)C3=C4C=CNC4=NC=N3. Synergy scores: CSS=10.9, Synergy_ZIP=-1.84, Synergy_Bliss=1.76, Synergy_Loewe=-5.84, Synergy_HSA=0.250. Drug 2: CC(C)NC(=O)C1=CC=C(C=C1)CNNC.Cl. (4) Drug 1: C1C(C(OC1N2C=NC3=C(N=C(N=C32)Cl)N)CO)O. Drug 2: CC1CCC2CC(C(=CC=CC=CC(CC(C(=O)C(C(C(=CC(C(=O)CC(OC(=O)C3CCCCN3C(=O)C(=O)C1(O2)O)C(C)CC4CCC(C(C4)OC)OCCO)C)C)O)OC)C)C)C)OC. Cell line: SN12C. Synergy scores: CSS=35.5, Synergy_ZIP=3.88, Synergy_Bliss=5.01, Synergy_Loewe=-8.41, Synergy_HSA=-2.33. (5) Drug 1: CC1=CC2C(CCC3(C2CCC3(C(=O)C)OC(=O)C)C)C4(C1=CC(=O)CC4)C. Drug 2: CC1CCCC2(C(O2)CC(NC(=O)CC(C(C(=O)C(C1O)C)(C)C)O)C(=CC3=CSC(=N3)C)C)C. Synergy scores: CSS=-0.785, Synergy_ZIP=0.752, Synergy_Bliss=-0.997, Synergy_Loewe=-7.32, Synergy_HSA=-3.83. Cell line: OVCAR3.